From a dataset of Forward reaction prediction with 1.9M reactions from USPTO patents (1976-2016). Predict the product of the given reaction. The product is: [F:3][C:4]1[CH:11]=[CH:10][C:9]([F:12])=[CH:8][C:5]=1[CH:6]([OH:7])[CH2:16][N+:13]([O-:15])=[O:14]. Given the reactants [OH-].[Na+].[F:3][C:4]1[CH:11]=[CH:10][C:9]([F:12])=[CH:8][C:5]=1[CH:6]=[O:7].[N+:13]([CH3:16])([O-:15])=[O:14].C(O)(=O)C, predict the reaction product.